Task: Predict which catalyst facilitates the given reaction.. Dataset: Catalyst prediction with 721,799 reactions and 888 catalyst types from USPTO (1) Reactant: [CH3:1][O:2][C:3](=[O:20])[C@H:4]([CH3:19])[CH2:5][N:6]1[CH2:11][CH2:10][N:9](C(OC(C)(C)C)=O)[CH2:8][CH2:7]1.C(O)(C(F)(F)F)=O. Product: [CH3:19][C@H:4]([CH2:5][N:6]1[CH2:11][CH2:10][NH:9][CH2:8][CH2:7]1)[C:3]([O:2][CH3:1])=[O:20]. The catalyst class is: 2. (2) Reactant: [CH:1]1([C:5]2[C:13]([C:14]([O:16][CH3:17])=[O:15])=[CH:12][C:8]([C:9](O)=[O:10])=[C:7]([CH2:18][CH3:19])[CH:6]=2)[CH2:4][CH2:3][CH2:2]1.CN(C(ON1N=NC2C=CC=CC1=2)=[N+](C)C)C.F[P-](F)(F)(F)(F)F.CCN(C(C)C)C(C)C.Cl.[F:54][C:55]1([C:61]2[CH:68]=[CH:67][C:64]([C:65]#[N:66])=[CH:63][CH:62]=2)[CH2:60][CH2:59][NH:58][CH2:57][CH2:56]1. Product: [C:65]([C:64]1[CH:67]=[CH:68][C:61]([C:55]2([F:54])[CH2:60][CH2:59][N:58]([C:9]([C:8]3[C:7]([CH2:18][CH3:19])=[CH:6][C:5]([CH:1]4[CH2:4][CH2:3][CH2:2]4)=[C:13]([CH:12]=3)[C:14]([O:16][CH3:17])=[O:15])=[O:10])[CH2:57][CH2:56]2)=[CH:62][CH:63]=1)#[N:66]. The catalyst class is: 9. (3) Reactant: Cl[C:2]1[CH:11]=[C:10](Cl)[C:9]2[C:4](=[CH:5][CH:6]=[CH:7][CH:8]=2)[N:3]=1.[CH3:13][O-:14].[Na+].[CH3:16][OH:17]. Product: [CH3:13][O:14][C:2]1[CH:11]=[C:10]([O:17][CH3:16])[C:9]2[C:4](=[CH:5][CH:6]=[CH:7][CH:8]=2)[N:3]=1. The catalyst class is: 6. (4) Reactant: [CH:1](=O)[C:2]1[CH:7]=[CH:6][CH:5]=[CH:4][CH:3]=1.[CH2:9]([N+:16]#[C-:17])[C:10]1[CH:15]=[CH:14][CH:13]=[CH:12][CH:11]=1.[O-:18][C:19]#[N:20].[K+].[F:22][C:23]1[CH:29]=[C:28]([F:30])[CH:27]=[CH:26][C:24]=1[NH2:25].Cl.[NH+]1C=CC=CC=1. Product: [CH2:9]([NH:16][C:17]1[CH:1]([C:2]2[CH:7]=[CH:6][CH:5]=[CH:4][CH:3]=2)[N:25]([C:24]2[CH:26]=[CH:27][C:28]([F:30])=[CH:29][C:23]=2[F:22])[C:19](=[O:18])[N:20]=1)[C:10]1[CH:15]=[CH:14][CH:13]=[CH:12][CH:11]=1. The catalyst class is: 24. (5) Reactant: C([N:8]1[CH2:13][CH2:12][N:11]([CH2:14][CH2:15][O:16][C:17]2[CH:22]=[CH:21][C:20]([F:23])=[CH:19][CH:18]=2)[CH2:10][CH:9]1[C:24]([O:26][CH2:27][CH3:28])=[O:25])C1C=CC=CC=1.[H][H]. Product: [F:23][C:20]1[CH:19]=[CH:18][C:17]([O:16][CH2:15][CH2:14][N:11]2[CH2:12][CH2:13][NH:8][CH:9]([C:24]([O:26][CH2:27][CH3:28])=[O:25])[CH2:10]2)=[CH:22][CH:21]=1. The catalyst class is: 29. (6) Reactant: [Cl:1][C:2]1[CH:3]=[C:4]([NH:16][C:17]2[C:18]3[N:25]([CH2:26][CH2:27][NH:28]C(=O)OC(C)(C)C)[CH:24]=[CH:23][C:19]=3[N:20]=[CH:21][N:22]=2)[CH:5]=[CH:6][C:7]=1[O:8][C:9]1[CH:10]=[N:11][CH:12]=[C:13]([Cl:15])[CH:14]=1. Product: [ClH:1].[ClH:1].[ClH:1].[NH2:28][CH2:27][CH2:26][N:25]1[C:18]2[C:17]([NH:16][C:4]3[CH:5]=[CH:6][C:7]([O:8][C:9]4[CH:10]=[N:11][CH:12]=[C:13]([Cl:15])[CH:14]=4)=[C:2]([Cl:1])[CH:3]=3)=[N:22][CH:21]=[N:20][C:19]=2[CH:23]=[CH:24]1. The catalyst class is: 632.